Dataset: Forward reaction prediction with 1.9M reactions from USPTO patents (1976-2016). Task: Predict the product of the given reaction. (1) Given the reactants [N:1]12[CH2:10][CH:5]3[CH2:6][CH:7]([CH2:9][CH:3]([C@@H:4]3[NH2:11])[CH2:2]1)[CH2:8]2.[CH2:12]([O:14][C:15]1[CH:23]=[CH:22][CH:21]=[CH:20][C:16]=1[C:17](O)=[O:18])[CH3:13].N, predict the reaction product. The product is: [N:1]12[CH2:10][CH:5]3[CH2:6][CH:7]([CH2:9][CH:3]([C@@H:4]3[NH:11][C:17](=[O:18])[C:16]3[CH:20]=[CH:21][CH:22]=[CH:23][C:15]=3[O:14][CH2:12][CH3:13])[CH2:2]1)[CH2:8]2. (2) The product is: [NH2:1][C:2]1[N:7]=[CH:6][N:5]=[C:4]2[N:8]([CH:30]3[CH2:35][CH2:34][CH2:33][N:32]([C:36](=[O:40])[C:37]([C:38]#[N:39])=[CH:41][C:42]([CH3:46])([CH3:45])[CH3:43])[CH2:31]3)[N:9]=[C:10]([C:11]3[CH:12]=[CH:13][C:14]([NH:17][C:18](=[O:29])[C:19]4[CH:20]=[CH:21][C:22]([C:25]([F:28])([F:27])[F:26])=[CH:23][CH:24]=4)=[CH:15][CH:16]=3)[C:3]=12. Given the reactants [NH2:1][C:2]1[N:7]=[CH:6][N:5]=[C:4]2[N:8]([CH:30]3[CH2:35][CH2:34][CH2:33][N:32]([C:36](=[O:40])[CH2:37][C:38]#[N:39])[CH2:31]3)[N:9]=[C:10]([C:11]3[CH:16]=[CH:15][C:14]([NH:17][C:18](=[O:29])[C:19]4[CH:24]=[CH:23][C:22]([C:25]([F:28])([F:27])[F:26])=[CH:21][CH:20]=4)=[CH:13][CH:12]=3)[C:3]=12.[CH3:41][C:42]([CH3:46])([CH3:45])[CH:43]=O.N1CCCCC1, predict the reaction product. (3) Given the reactants [Cl:1][C:2]1[S:6][C:5]([C:7]([NH:9][C@H:10]2[CH2:14][N:13]([CH2:15][C:16](=[O:32])[NH:17][C:18]3[CH:23]=[CH:22][C:21]([N:24]4[CH:29]=[CH:28][CH:27]=[CH:26][C:25]4=[O:30])=[CH:20][C:19]=3[F:31])[CH2:12][C@@H:11]2[O:33][CH2:34][C:35]([OH:37])=O)=[O:8])=[CH:4][CH:3]=1.[CH:38]1([NH2:41])[CH2:40][CH2:39]1, predict the reaction product. The product is: [CH:38]1([NH:41][C:35]([CH2:34][O:33][C@H:11]2[CH2:12][N:13]([CH2:15][C:16](=[O:32])[NH:17][C:18]3[CH:23]=[CH:22][C:21]([N:24]4[CH:29]=[CH:28][CH:27]=[CH:26][C:25]4=[O:30])=[CH:20][C:19]=3[F:31])[CH2:14][C@@H:10]2[NH:9][C:7]([C:5]2[S:6][C:2]([Cl:1])=[CH:3][CH:4]=2)=[O:8])=[O:37])[CH2:40][CH2:39]1. (4) Given the reactants [CH3:1][O:2][CH2:3][CH2:4][NH:5][C:6]([C:8]1[C:17]([O:18][CH2:19][C:20]2[CH:25]=[CH:24][CH:23]=[CH:22][CH:21]=2)=[C:16]2[C:11]([CH:12]=[C:13]([CH2:26][C:27]3[CH:32]=[CH:31][C:30]([F:33])=[CH:29][CH:28]=3)[CH:14]=[N:15]2)=[C:10](I)[N:9]=1)=[O:7].[C:35]([NH2:38])(=[O:37])[CH3:36].C(=O)([O-])[O-].[Cs+].[Cs+].[Cl-].[NH4+], predict the reaction product. The product is: [CH3:1][O:2][CH2:3][CH2:4][NH:5][C:6]([C:8]1[C:17]([O:18][CH2:19][C:20]2[CH:25]=[CH:24][CH:23]=[CH:22][CH:21]=2)=[C:16]2[C:11]([CH:12]=[C:13]([CH2:26][C:27]3[CH:32]=[CH:31][C:30]([F:33])=[CH:29][CH:28]=3)[CH:14]=[N:15]2)=[C:10]([NH:38][C:35](=[O:37])[CH3:36])[N:9]=1)=[O:7]. (5) Given the reactants [CH3:1][C:2]1[CH:3]=[N:4][C:5]2[N:6]([N:8]=[CH:9][C:10]=2[C:11]([OH:13])=O)[CH:7]=1.Cl.[NH2:15][CH:16]([C:21]1[CH:26]=[CH:25][C:24]([O:27][C:28]([F:31])([F:30])[F:29])=[C:23]([F:32])[CH:22]=1)[C:17]([CH3:20])([OH:19])[CH3:18].O.ON1C2C=CC=CC=2N=N1.Cl.CN(C)CCCN=C=NCC, predict the reaction product. The product is: [F:32][C:23]1[CH:22]=[C:21]([CH:16]([NH:15][C:11]([C:10]2[CH:9]=[N:8][N:6]3[CH:7]=[C:2]([CH3:1])[CH:3]=[N:4][C:5]=23)=[O:13])[C:17]([OH:19])([CH3:20])[CH3:18])[CH:26]=[CH:25][C:24]=1[O:27][C:28]([F:31])([F:30])[F:29]. (6) Given the reactants [NH2:1][C:2]1[CH:3]=[CH:4][C:5]([OH:11])=[C:6]([CH:10]=1)[C:7]([OH:9])=[O:8].S(=O)(=O)(O)O.[CH3:17]O, predict the reaction product. The product is: [NH2:1][C:2]1[CH:3]=[CH:4][C:5]([OH:11])=[C:6]([CH:10]=1)[C:7]([O:9][CH3:17])=[O:8].